This data is from Full USPTO retrosynthesis dataset with 1.9M reactions from patents (1976-2016). The task is: Predict the reactants needed to synthesize the given product. (1) Given the product [C:17]([C:21]1[CH:22]=[CH:23][C:24]([CH2:25][NH:26][C:14]([C:9]2[C:10]3[C:5](=[C:4]([N+:1]([O-:3])=[O:2])[CH:13]=[CH:12][CH:11]=3)[CH:6]=[CH:7][CH:8]=2)=[O:16])=[CH:27][CH:28]=1)([CH3:20])([CH3:18])[CH3:19], predict the reactants needed to synthesize it. The reactants are: [N+:1]([C:4]1[CH:13]=[CH:12][CH:11]=[C:10]2[C:5]=1[CH:6]=[CH:7][CH:8]=[C:9]2[C:14]([OH:16])=O)([O-:3])=[O:2].[C:17]([C:21]1[CH:28]=[CH:27][C:24]([CH2:25][NH2:26])=[CH:23][CH:22]=1)([CH3:20])([CH3:19])[CH3:18]. (2) The reactants are: C(OC(=O)[NH:10][CH:11]([C:13]1[N:14]=[C:15]2[N:20]=[CH:19][CH:18]=[CH:17][N:16]2[C:21]=1I)[CH3:12])C1C=CC=CC=1.CSC.[C:27](O)([C:29](F)(F)F)=O. Given the product [N:10]1[CH:29]=[CH:27][CH:21]=[CH:13][C:11]=1[C:21]1[N:16]2[CH:17]=[CH:18][CH:19]=[N:20][C:15]2=[N:14][C:13]=1[CH:11]([NH2:10])[CH3:12], predict the reactants needed to synthesize it.